Task: Predict the product of the given reaction.. Dataset: Forward reaction prediction with 1.9M reactions from USPTO patents (1976-2016) (1) Given the reactants [C:1]1([CH3:23])[CH:6]=[CH:5][C:4]([C@H:7]2[CH2:12][C@@H:11]([C:13]([F:16])([F:15])[F:14])[N:10]3[N:17]=[CH:18][C:19]([C:20](O)=[O:21])=[C:9]3[NH:8]2)=[CH:3][CH:2]=1.CN(C(ON1N=NC2C=CC=NC1=2)=[N+](C)C)C.F[P-](F)(F)(F)(F)F.C(N(CC)C(C)C)(C)C.[F:57][C:58]1[CH:59]=[C:60]([CH:63]=[C:64]([F:66])[CH:65]=1)[CH2:61][NH2:62], predict the reaction product. The product is: [F:57][C:58]1[CH:59]=[C:60]([CH:63]=[C:64]([F:66])[CH:65]=1)[CH2:61][NH:62][C:20]([C:19]1[CH:18]=[N:17][N:10]2[C@H:11]([C:13]([F:15])([F:16])[F:14])[CH2:12][C@H:7]([C:4]3[CH:5]=[CH:6][C:1]([CH3:23])=[CH:2][CH:3]=3)[NH:8][C:9]=12)=[O:21]. (2) Given the reactants [F:1][C:2]1[CH:27]=[CH:26][C:5]([CH2:6][N:7]2[CH2:10][C:9]3([CH2:19][C:18](=[O:20])[C:17]4[C:12](=[CH:13][CH:14]=[C:15](/[CH:21]=[CH:22]/[C:23]([OH:25])=O)[CH:16]=4)[O:11]3)[CH2:8]2)=[CH:4][CH:3]=1.C(Cl)CCl.C1C=CC2N(O)N=NC=2C=1.[NH2:42][O:43][CH:44]1[CH2:49][CH2:48][CH2:47][CH2:46][O:45]1, predict the reaction product. The product is: [F:1][C:2]1[CH:27]=[CH:26][C:5]([CH2:6][N:7]2[CH2:8][C:9]3([CH2:19][C:18](=[O:20])[C:17]4[C:12](=[CH:13][CH:14]=[C:15](/[CH:21]=[CH:22]/[C:23]([NH:42][O:43][CH:44]5[CH2:49][CH2:48][CH2:47][CH2:46][O:45]5)=[O:25])[CH:16]=4)[O:11]3)[CH2:10]2)=[CH:4][CH:3]=1. (3) Given the reactants [NH2:1][N:2]1[N:11]=[C:10]([C:12]2[CH:17]=[CH:16][C:15]([CH3:18])=[CH:14][CH:13]=2)[C:9]2[C:4](=[CH:5][CH:6]=[CH:7][CH:8]=2)[C:3]1=[O:19].[CH3:20][C:21]1([CH3:32])[C@H:26]2[CH2:27][C@@H:22]1[CH2:23][CH2:24][C@H:25]2[CH2:28][C:29](O)=[O:30], predict the reaction product. The product is: [CH3:20][C:21]1([CH3:32])[C@H:26]2[CH2:27][C@@H:22]1[CH2:23][CH2:24][C@H:25]2[CH2:28][C:29]([NH:1][N:2]1[N:11]=[C:10]([C:12]2[CH:13]=[CH:14][C:15]([CH3:18])=[CH:16][CH:17]=2)[C:9]2[C:4](=[CH:5][CH:6]=[CH:7][CH:8]=2)[C:3]1=[O:19])=[O:30]. (4) Given the reactants [N:1]1(C(OC(C)(C)C)=O)[CH2:5][CH2:4][C@H:3]([C:6]([O:8][CH2:9][C:10]2[CH:15]=[CH:14][CH:13]=[CH:12][CH:11]=2)=[O:7])[CH2:2]1.[ClH:23], predict the reaction product. The product is: [ClH:23].[NH:1]1[CH2:5][CH2:4][C@H:3]([C:6]([O:8][CH2:9][C:10]2[CH:15]=[CH:14][CH:13]=[CH:12][CH:11]=2)=[O:7])[CH2:2]1. (5) Given the reactants I[C:2]1[CH:3]=[C:4]2[C:8](=[C:9]([CH3:11])[CH:10]=1)[C:7](=[O:12])[N:6]([CH2:13][C:14]1[CH:19]=[CH:18][C:17]([O:20][C:21]([F:24])([F:23])[F:22])=[CH:16][CH:15]=1)[CH2:5]2.[N:25]1[CH:30]=[CH:29][C:28]([CH2:31][OH:32])=[CH:27][CH:26]=1.C(=O)([O-])[O-].[Cs+].[Cs+].N1C2C(=CC=C3C=2N=CC=C3)C=CC=1, predict the reaction product. The product is: [CH3:11][C:9]1[CH:10]=[C:2]([O:32][CH2:31][C:28]2[CH:29]=[CH:30][N:25]=[CH:26][CH:27]=2)[CH:3]=[C:4]2[C:8]=1[C:7](=[O:12])[N:6]([CH2:13][C:14]1[CH:19]=[CH:18][C:17]([O:20][C:21]([F:22])([F:24])[F:23])=[CH:16][CH:15]=1)[CH2:5]2. (6) Given the reactants [F:1][C:2]1[CH:27]=[CH:26][CH:25]=[C:24]([F:28])[C:3]=1[CH2:4][N:5]1[C:9]2[CH:10]=[CH:11][CH:12]=[C:13]([O:14]C)[C:8]=2[N:7]=[C:6]1[C:16]1[C:21]([F:22])=[CH:20][CH:19]=[CH:18][C:17]=1[F:23].Br, predict the reaction product. The product is: [F:1][C:2]1[CH:27]=[CH:26][CH:25]=[C:24]([F:28])[C:3]=1[CH2:4][N:5]1[C:9]2[CH:10]=[CH:11][CH:12]=[C:13]([OH:14])[C:8]=2[N:7]=[C:6]1[C:16]1[C:17]([F:23])=[CH:18][CH:19]=[CH:20][C:21]=1[F:22]. (7) Given the reactants [CH2:1]([C:8]1[S:12][C:11]([NH2:13])=[N:10][C:9]=1[C:14]1[CH:19]=[CH:18][CH:17]=[CH:16][CH:15]=1)[C:2]1[CH:7]=[CH:6][CH:5]=[CH:4][CH:3]=1.[O:20]1[C:24]2[CH:25]=[CH:26][C:27]([C:29](=[O:35])[CH2:30][CH2:31][C:32](O)=[O:33])=[CH:28][C:23]=2[CH2:22][CH2:21]1.C1C=CC2N(O)N=NC=2C=1.CCN=C=NCCCN(C)C, predict the reaction product. The product is: [CH2:1]([C:8]1[S:12][C:11]([NH:13][C:32](=[O:33])[CH2:31][CH2:30][C:29]([C:27]2[CH:26]=[CH:25][C:24]3[O:20][CH2:21][CH2:22][C:23]=3[CH:28]=2)=[O:35])=[N:10][C:9]=1[C:14]1[CH:19]=[CH:18][CH:17]=[CH:16][CH:15]=1)[C:2]1[CH:3]=[CH:4][CH:5]=[CH:6][CH:7]=1.